Dataset: Full USPTO retrosynthesis dataset with 1.9M reactions from patents (1976-2016). Task: Predict the reactants needed to synthesize the given product. (1) The reactants are: [CH2:1]([N:8]1[C:17]2[C:12](=[CH:13][CH:14]=[CH:15][C:16]=2[NH:18][CH2:19][CH3:20])[CH2:11][CH:10]([NH:21][C:22](=[O:28])[O:23][C:24]([CH3:27])([CH3:26])[CH3:25])[C:9]1=[O:29])[C:2]1[CH:7]=[CH:6][CH:5]=[CH:4][CH:3]=1.N1[CH:35]=[CH:34]C=CC=1.C(Cl)(=[O:38])C. Given the product [CH2:1]([N:8]1[C:17]2[C:12](=[CH:13][CH:14]=[CH:15][C:16]=2[N:18]([CH2:34][CH3:35])[C:19](=[O:38])[CH3:20])[CH2:11][CH:10]([NH:21][C:22](=[O:28])[O:23][C:24]([CH3:25])([CH3:27])[CH3:26])[C:9]1=[O:29])[C:2]1[CH:3]=[CH:4][CH:5]=[CH:6][CH:7]=1, predict the reactants needed to synthesize it. (2) The reactants are: O=P(Cl)(Cl)Cl.[Br:6][C:7]1[CH:8]=[C:9]([C:19]([O:21][CH3:22])=[O:20])[C:10]2[CH:11]=[CH:12][N:13]([CH:16]([CH3:18])[CH3:17])[C:14]=2[CH:15]=1.[OH-].[Na+].CN([CH:28]=[O:29])C. Given the product [Br:6][C:7]1[CH:8]=[C:9]([C:19]([O:21][CH3:22])=[O:20])[C:10]2[C:11]([CH:28]=[O:29])=[CH:12][N:13]([CH:16]([CH3:18])[CH3:17])[C:14]=2[CH:15]=1, predict the reactants needed to synthesize it.